From a dataset of Reaction yield outcomes from USPTO patents with 853,638 reactions. Predict the reaction yield, written as a fraction of the theoretical maximum amount of product (1.0 means a 100% yield; for example, 0.34 means a 34% yield). The reactants are [N:1]([CH2:4][CH:5]1[CH2:10][CH2:9][C:8]2[C:11]3[C:16]([NH:17][C:18]4[CH:19]=[C:20]5[C:24](=[CH:25][CH:26]=4)[NH:23][N:22]=[CH:21]5)=[N:15][CH:14]=[N:13][C:12]=3[S:27][C:7]=2[CH2:6]1)=[N+]=[N-].C1(P(C2C=CC=CC=2)C2C=CC=CC=2)C=CC=CC=1.N. The catalyst is O1CCCC1. The product is [NH2:1][CH2:4][CH:5]1[CH2:10][CH2:9][C:8]2[C:11]3[C:16]([NH:17][C:18]4[CH:19]=[C:20]5[C:24](=[CH:25][CH:26]=4)[NH:23][N:22]=[CH:21]5)=[N:15][CH:14]=[N:13][C:12]=3[S:27][C:7]=2[CH2:6]1. The yield is 0.700.